The task is: Predict the reaction yield, written as a fraction of the theoretical maximum amount of product (1.0 means a 100% yield; for example, 0.34 means a 34% yield).. This data is from Reaction yield outcomes from USPTO patents with 853,638 reactions. The reactants are [CH:1]1([CH:4]([C:7](=[O:9])[CH3:8])[C:5]#N)[CH2:3][CH2:2]1.[C:10](Cl)(=[O:12])[CH3:11].CC[OH:16]. No catalyst specified. The product is [CH:1]1([CH:4]([C:7](=[O:9])[CH3:8])[C:5]([O:12][CH2:10][CH3:11])=[O:16])[CH2:3][CH2:2]1. The yield is 0.100.